Predict the product of the given reaction. From a dataset of Forward reaction prediction with 1.9M reactions from USPTO patents (1976-2016). (1) Given the reactants C(N(CC)CC)C.[C:8]([O:11][CH2:12][CH2:13][C:14]1[CH:15]=[CH:16][CH:17]=[C:18]2[C:22]=1[N:21](C(OC(C)(C)C)=O)[CH:20]=[C:19]2[CH:30]=[O:31])(=[O:10])[CH3:9].[F:32][C:33]1[CH:48]=[CH:47][C:36]([CH:37]=[N:38][C:39]2[CH:40]=[N:41][CH:42]=[C:43]([O:45][CH3:46])[CH:44]=2)=[CH:35][CH:34]=1, predict the reaction product. The product is: [C:8]([O:11][CH2:12][CH2:13][C:14]1[CH:15]=[CH:16][CH:17]=[C:18]2[C:22]=1[NH:21][CH:20]=[C:19]2[C:30](=[O:31])[CH:37]([C:36]1[CH:47]=[CH:48][C:33]([F:32])=[CH:34][CH:35]=1)[NH:38][C:39]1[CH:40]=[N:41][CH:42]=[C:43]([O:45][CH3:46])[CH:44]=1)(=[O:10])[CH3:9]. (2) The product is: [OH:1][CH2:2][CH2:3][O:4][C:5]1[CH:10]=[CH:9][C:8]([N:11]=[N:12][C:13]2[CH:18]=[CH:17][C:16]([C:19]#[N:20])=[CH:15][CH:14]=2)=[CH:7][C:6]=1[C:23]#[N:24]. Given the reactants [OH:1][CH2:2][CH2:3][O:4][C:5]1[CH:10]=[CH:9][C:8]([N:11]=[N:12][C:13]2[CH:18]=[CH:17][C:16]([C:19]#[N:20])=[CH:15][CH:14]=2)=[CH:7][C:6]=1Br.[Cu](C#N)[C:23]#[N:24].N, predict the reaction product.